From a dataset of Catalyst prediction with 721,799 reactions and 888 catalyst types from USPTO. Predict which catalyst facilitates the given reaction. (1) Product: [CH3:1][O:2][C:3]([CH:5]1[CH2:8][N:7]([C:9]2[CH:14]=[CH:13][C:12]([C:15]3[CH2:39][C:38]([C:36]4[CH:37]=[C:32]([Cl:31])[C:33]([Cl:45])=[C:34]([Cl:44])[CH:35]=4)([C:40]([F:42])([F:43])[F:41])[O:17][N:16]=3)=[CH:11][C:10]=2[Cl:18])[CH2:6]1)=[O:4]. Reactant: [CH3:1][O:2][C:3]([CH:5]1[CH2:8][N:7]([C:9]2[CH:14]=[CH:13][C:12]([CH:15]=[N:16][OH:17])=[CH:11][CH:10]=2)[CH2:6]1)=[O:4].[Cl:18]N1C(=O)CCC1=O.C(=O)([O-])O.[K+].[Cl:31][C:32]1[CH:37]=[C:36]([C:38]([C:40]([F:43])([F:42])[F:41])=[CH2:39])[CH:35]=[C:34]([Cl:44])[C:33]=1[Cl:45]. The catalyst class is: 3. (2) Reactant: [H-].[Na+].CCCCCC.[C:9]([C:12]1[C:20]2[C:15](=[CH:16][CH:17]=[CH:18][CH:19]=2)[NH:14][CH:13]=1)(=[O:11])[CH3:10].[Cl:21][C:22]1[CH:23]=[C:24]([CH:27]=[CH:28][C:29]=1F)[C:25]#[N:26]. Product: [C:9]([C:12]1[C:20]2[C:15](=[CH:16][CH:17]=[CH:18][CH:19]=2)[N:14]([C:29]2[CH:28]=[CH:27][C:24]([C:25]#[N:26])=[CH:23][C:22]=2[Cl:21])[CH:13]=1)(=[O:11])[CH3:10]. The catalyst class is: 35. (3) Reactant: [C:1]([SH:9])(=[S:8])[C:2]1[CH:7]=[CH:6][CH:5]=[CH:4][CH:3]=1.[CH2:10]=[CH:11][C:12]1[CH:17]=[CH:16][CH:15]=[CH:14][CH:13]=1. Product: [C:1]([S:9][CH:11]([C:12]1[CH:17]=[CH:16][CH:15]=[CH:14][CH:13]=1)[CH3:10])(=[S:8])[C:2]1[CH:7]=[CH:6][CH:5]=[CH:4][CH:3]=1. The catalyst class is: 53. (4) Reactant: [C:1]([O:5][C:6](=[O:27])[NH:7][CH2:8][C:9]1[CH:14]=[C:13]([O:15][C:16]2[CH:21]=[CH:20][C:19]([CH3:22])=[C:18]([F:23])[CH:17]=2)[CH:12]=[CH:11][C:10]=1[N+:24]([O-])=O)([CH3:4])([CH3:3])[CH3:2].[Cl-].[NH4+].C(O)C. Product: [C:1]([O:5][C:6](=[O:27])[NH:7][CH2:8][C:9]1[CH:14]=[C:13]([O:15][C:16]2[CH:21]=[CH:20][C:19]([CH3:22])=[C:18]([F:23])[CH:17]=2)[CH:12]=[CH:11][C:10]=1[NH2:24])([CH3:4])([CH3:2])[CH3:3]. The catalyst class is: 150.